This data is from NCI-60 drug combinations with 297,098 pairs across 59 cell lines. The task is: Regression. Given two drug SMILES strings and cell line genomic features, predict the synergy score measuring deviation from expected non-interaction effect. (1) Drug 1: C1=NC2=C(N=C(N=C2N1C3C(C(C(O3)CO)O)O)F)N. Drug 2: CCC1(CC2CC(C3=C(CCN(C2)C1)C4=CC=CC=C4N3)(C5=C(C=C6C(=C5)C78CCN9C7C(C=CC9)(C(C(C8N6C)(C(=O)OC)O)OC(=O)C)CC)OC)C(=O)OC)O.OS(=O)(=O)O. Cell line: CCRF-CEM. Synergy scores: CSS=36.5, Synergy_ZIP=3.49, Synergy_Bliss=5.57, Synergy_Loewe=-1.23, Synergy_HSA=-0.416. (2) Drug 1: C1=C(C(=O)NC(=O)N1)N(CCCl)CCCl. Drug 2: CC(C)(C#N)C1=CC(=CC(=C1)CN2C=NC=N2)C(C)(C)C#N. Cell line: MDA-MB-231. Synergy scores: CSS=16.1, Synergy_ZIP=-0.841, Synergy_Bliss=-2.44, Synergy_Loewe=-1.76, Synergy_HSA=-1.73. (3) Synergy scores: CSS=14.4, Synergy_ZIP=-0.00824, Synergy_Bliss=4.38, Synergy_Loewe=3.64, Synergy_HSA=5.25. Drug 1: CC12CCC(CC1=CCC3C2CCC4(C3CC=C4C5=CN=CC=C5)C)O. Drug 2: COC1=C(C=C2C(=C1)N=CN=C2NC3=CC(=C(C=C3)F)Cl)OCCCN4CCOCC4. Cell line: HCT116. (4) Drug 1: CC1=C(C(=O)C2=C(C1=O)N3CC4C(C3(C2COC(=O)N)OC)N4)N. Drug 2: C(CN)CNCCSP(=O)(O)O. Cell line: NCI-H322M. Synergy scores: CSS=45.2, Synergy_ZIP=9.57, Synergy_Bliss=12.8, Synergy_Loewe=-17.9, Synergy_HSA=8.55.